Dataset: Forward reaction prediction with 1.9M reactions from USPTO patents (1976-2016). Task: Predict the product of the given reaction. (1) Given the reactants [S:1]1[CH:5]=[CH:4][CH:3]=[C:2]1[S:6]([NH:9][C:10]1[CH:11]=[CH:12][CH:13]=[C:14]2[C:18]=1[NH:17][C:16]([C:19]([O:21]CC)=[O:20])=[CH:15]2)(=[O:8])=[O:7].[OH-].[Na+].O1CCCC1, predict the reaction product. The product is: [S:1]1[CH:5]=[CH:4][CH:3]=[C:2]1[S:6]([NH:9][C:10]1[CH:11]=[CH:12][CH:13]=[C:14]2[C:18]=1[NH:17][C:16]([C:19]([OH:21])=[O:20])=[CH:15]2)(=[O:8])=[O:7]. (2) Given the reactants CC(C)(CC(=O)N[NH:10][C:11]([C:13]1[S:14][CH:15]=[C:16]([CH2:18][O:19][CH2:20][O:21][CH2:22][CH2:23][Si:24]([CH3:27])([CH3:26])[CH3:25])[N:17]=1)=[O:12])C(OC)=O, predict the reaction product. The product is: [CH3:25][Si:24]([CH3:27])([CH3:26])[CH2:23][CH2:22][O:21][CH2:20][O:19][CH2:18][C:16]1[N:17]=[C:13]([C:11]([NH2:10])=[O:12])[S:14][CH:15]=1. (3) Given the reactants ClC(Cl)(OC(=O)[O:6][C:7]([Cl:10])(Cl)Cl)Cl.[Cl:13][C:14]1[CH:33]=[CH:32][C:17]([CH:18]([O:26][C@@H:27]2[CH2:31][CH2:30][NH:29][CH2:28]2)[C:19]2[CH:24]=[CH:23][C:22]([Cl:25])=[CH:21][CH:20]=2)=[CH:16][CH:15]=1.N1C=CC=CC=1, predict the reaction product. The product is: [CH:18]([O:26][CH:27]([CH3:31])[CH3:28])([CH3:19])[CH3:17].[CH3:14][CH2:15][CH2:16][CH:17]([CH3:32])[CH3:18].[Cl:13][C:14]1[CH:33]=[CH:32][C:17]([CH:18]([O:26][C@@H:27]2[CH2:31][CH2:30][N:29]([C:7]([Cl:10])=[O:6])[CH2:28]2)[C:19]2[CH:20]=[CH:21][C:22]([Cl:25])=[CH:23][CH:24]=2)=[CH:16][CH:15]=1.